This data is from Forward reaction prediction with 1.9M reactions from USPTO patents (1976-2016). The task is: Predict the product of the given reaction. (1) Given the reactants [Cl-].[CH2:2]([O:9][C:10]([N:12]1[CH2:17][CH2:16][CH:15]([C@@H:18]([NH3+:20])[CH3:19])[CH2:14][CH2:13]1)=[O:11])[C:3]1[CH:8]=[CH:7][CH:6]=[CH:5][CH:4]=1.C([O:25][C:26]([C:28]1[CH:33]=[CH:32][CH:31]=[CH:30][C:29]=1[C:34]1[CH:39]=[CH:38][C:37]([CH2:40][N:41]2[C:49]3[C:44](=[CH:45][C:46]([C:50](O)=[O:51])=[CH:47][CH:48]=3)[C:43]([CH3:53])=[C:42]2[CH3:54])=[CH:36][CH:35]=1)=[O:27])(C)(C)C, predict the reaction product. The product is: [CH2:2]([O:9][C:10]([N:12]1[CH2:17][CH2:16][CH:15]([C@@H:18]([NH:20][C:50]([C:46]2[CH:45]=[C:44]3[C:49](=[CH:48][CH:47]=2)[N:41]([CH2:40][C:37]2[CH:36]=[CH:35][C:34]([C:29]4[C:28]([C:26]([OH:27])=[O:25])=[CH:33][CH:32]=[CH:31][CH:30]=4)=[CH:39][CH:38]=2)[C:42]([CH3:54])=[C:43]3[CH3:53])=[O:51])[CH3:19])[CH2:14][CH2:13]1)=[O:11])[C:3]1[CH:8]=[CH:7][CH:6]=[CH:5][CH:4]=1. (2) Given the reactants C([O:5][C:6]([N:8]1[C:12]2[CH:13]=[CH:14][C:15]([O:17][CH3:18])=[CH:16][C:11]=2[N:10]=[C:9]1[C:19]1[CH:24]=[C:23]([N:25]2[CH2:30]C[CH:28]([C:31]([N:33]3[CH2:37][CH2:36][CH2:35][CH2:34]3)=[O:32])[CH2:27][CH2:26]2)[CH:22]=[CH:21][C:20]=1[Cl:38])=[O:7])(C)(C)C.ClCCl.CO, predict the reaction product. The product is: [CH:6]([OH:7])=[O:5].[Cl:38][C:20]1[CH:21]=[CH:22][C:23]([N:25]2[CH2:30][CH:28]([C:31]([N:33]3[CH2:37][CH2:36][CH2:35][CH2:34]3)=[O:32])[CH2:27][CH2:26]2)=[CH:24][C:19]=1[C:9]1[NH:8][C:12]2[CH:13]=[CH:14][C:15]([O:17][CH3:18])=[CH:16][C:11]=2[N:10]=1. (3) The product is: [CH3:50][C@H:11]1[C@H:12]2[CH2:13][C@H:14]3[C:15]([CH3:16])([CH3:17])[C@@H:3]([CH2:4][CH2:5][C@:7]2([CH3:57])[CH2:8][CH2:9][CH2:10]1)[C@H:2]([CH3:1])[CH2:19][CH2:18]3. Given the reactants [CH3:1][C:2]1[C@@H:19](OC([C@H](O)[C@@H](NC(OC(C)(C)C)=O)C2C=CC=CC=2)=O)[CH2:18][C@:14]2(O)[C:15]([CH3:17])([CH3:16])[C:3]=1[C@@H:4](O)[C:5]([C@@:7]1([CH3:57])[C@H:12]([C@@H:13]2OC(C2C=CC=CC=2)=O)[C@:11]2(OC(C)=O)[CH2:50]O[C@@H:10]2[CH2:9][C@@H:8]1O)=O.CN(C)C=O.CC(C)=O, predict the reaction product. (4) Given the reactants [CH3:1][O:2][C:3]1[CH:4]=[C:5]([S:9](Cl)(=[O:11])=[O:10])[CH:6]=[CH:7][CH:8]=1.[NH2:13][C:14]1[CH:26]=[CH:25][C:24]2[C:23]3[C:18](=[CH:19][C:20]([NH2:27])=[CH:21][CH:22]=3)[C:17](=[O:28])[C:16]=2[CH:15]=1, predict the reaction product. The product is: [CH3:1][O:2][C:3]1[CH:4]=[C:5]([S:9]([NH:13][C:14]2[CH:26]=[CH:25][C:24]3[C:23]4[C:18](=[CH:19][C:20]([NH:27][S:9]([C:5]5[CH:6]=[CH:7][CH:8]=[C:3]([O:2][CH3:1])[CH:4]=5)(=[O:11])=[O:10])=[CH:21][CH:22]=4)[C:17](=[O:28])[C:16]=3[CH:15]=2)(=[O:11])=[O:10])[CH:6]=[CH:7][CH:8]=1.